From a dataset of NCI-60 drug combinations with 297,098 pairs across 59 cell lines. Regression. Given two drug SMILES strings and cell line genomic features, predict the synergy score measuring deviation from expected non-interaction effect. (1) Drug 1: CC1=C2C(C(=O)C3(C(CC4C(C3C(C(C2(C)C)(CC1OC(=O)C(C(C5=CC=CC=C5)NC(=O)OC(C)(C)C)O)O)OC(=O)C6=CC=CC=C6)(CO4)OC(=O)C)O)C)O. Drug 2: COCCOC1=C(C=C2C(=C1)C(=NC=N2)NC3=CC=CC(=C3)C#C)OCCOC.Cl. Cell line: OVCAR-8. Synergy scores: CSS=9.20, Synergy_ZIP=2.06, Synergy_Bliss=5.19, Synergy_Loewe=8.62, Synergy_HSA=6.50. (2) Drug 1: CC1=C(C(=O)C2=C(C1=O)N3CC4C(C3(C2COC(=O)N)OC)N4)N. Drug 2: C1C(C(OC1N2C=NC(=NC2=O)N)CO)O. Cell line: NCI/ADR-RES. Synergy scores: CSS=8.08, Synergy_ZIP=2.43, Synergy_Bliss=7.86, Synergy_Loewe=2.80, Synergy_HSA=2.28. (3) Drug 1: C1CNP(=O)(OC1)N(CCCl)CCCl. Drug 2: C1CN(P(=O)(OC1)NCCCl)CCCl. Cell line: NCI-H322M. Synergy scores: CSS=28.3, Synergy_ZIP=10.7, Synergy_Bliss=12.7, Synergy_Loewe=11.3, Synergy_HSA=9.34. (4) Drug 1: C1=CN(C(=O)N=C1N)C2C(C(C(O2)CO)O)O.Cl. Drug 2: C(CN)CNCCSP(=O)(O)O. Cell line: SF-539. Synergy scores: CSS=14.3, Synergy_ZIP=-7.59, Synergy_Bliss=-1.15, Synergy_Loewe=-26.7, Synergy_HSA=-1.71. (5) Drug 1: C1=CC(=CC=C1CC(C(=O)O)N)N(CCCl)CCCl.Cl. Drug 2: CC1C(C(CC(O1)OC2CC(CC3=C2C(=C4C(=C3O)C(=O)C5=C(C4=O)C(=CC=C5)OC)O)(C(=O)CO)O)N)O.Cl. Cell line: IGROV1. Synergy scores: CSS=42.2, Synergy_ZIP=-3.21, Synergy_Bliss=-3.64, Synergy_Loewe=-7.51, Synergy_HSA=0.586. (6) Drug 1: CN(CC1=CN=C2C(=N1)C(=NC(=N2)N)N)C3=CC=C(C=C3)C(=O)NC(CCC(=O)O)C(=O)O. Drug 2: C1=CC(=C(C=C1I)F)NC2=C(C=CC(=C2F)F)C(=O)NOCC(CO)O. Cell line: NCIH23. Synergy scores: CSS=79.7, Synergy_ZIP=5.51, Synergy_Bliss=3.09, Synergy_Loewe=1.98, Synergy_HSA=5.08.